This data is from Reaction yield outcomes from USPTO patents with 853,638 reactions. The task is: Predict the reaction yield, written as a fraction of the theoretical maximum amount of product (1.0 means a 100% yield; for example, 0.34 means a 34% yield). The reactants are [I:1][C:2]1[C:10]2[C:5](=[N:6][CH:7]=[N:8][C:9]=2[NH2:11])[NH:4][N:3]=1.C(=O)([O-])[O-].[Cs+].[Cs+].[C:18]1([C:24](Cl)([C:31]2[CH:36]=[CH:35][CH:34]=[CH:33][CH:32]=2)[C:25]2[CH:30]=[CH:29][CH:28]=[CH:27][CH:26]=2)[CH:23]=[CH:22][CH:21]=[CH:20][CH:19]=1. The catalyst is CN(C)C=O. The product is [I:1][C:2]1[C:10]2[C:5](=[N:6][CH:7]=[N:8][C:9]=2[NH2:11])[N:4]([C:24]([C:18]2[CH:23]=[CH:22][CH:21]=[CH:20][CH:19]=2)([C:31]2[CH:32]=[CH:33][CH:34]=[CH:35][CH:36]=2)[C:25]2[CH:26]=[CH:27][CH:28]=[CH:29][CH:30]=2)[N:3]=1. The yield is 0.530.